Regression. Given two drug SMILES strings and cell line genomic features, predict the synergy score measuring deviation from expected non-interaction effect. From a dataset of NCI-60 drug combinations with 297,098 pairs across 59 cell lines. (1) Drug 1: C1=CC(=CC=C1CCCC(=O)O)N(CCCl)CCCl. Synergy scores: CSS=30.9, Synergy_ZIP=5.29, Synergy_Bliss=9.93, Synergy_Loewe=-15.2, Synergy_HSA=3.95. Cell line: RPMI-8226. Drug 2: COC1=NC(=NC2=C1N=CN2C3C(C(C(O3)CO)O)O)N. (2) Drug 1: C1=NC2=C(N=C(N=C2N1C3C(C(C(O3)CO)O)O)F)N. Drug 2: C1=CC=C(C(=C1)C(C2=CC=C(C=C2)Cl)C(Cl)Cl)Cl. Cell line: TK-10. Synergy scores: CSS=3.49, Synergy_ZIP=-2.26, Synergy_Bliss=-2.57, Synergy_Loewe=-6.03, Synergy_HSA=-3.32. (3) Drug 1: CC(C)NC(=O)C1=CC=C(C=C1)CNNC.Cl. Drug 2: CCC1(C2=C(COC1=O)C(=O)N3CC4=CC5=C(C=CC(=C5CN(C)C)O)N=C4C3=C2)O.Cl. Cell line: SK-MEL-5. Synergy scores: CSS=-23.4, Synergy_ZIP=-5.87, Synergy_Bliss=-31.1, Synergy_Loewe=-81.5, Synergy_HSA=-48.0. (4) Drug 1: CC=C1C(=O)NC(C(=O)OC2CC(=O)NC(C(=O)NC(CSSCCC=C2)C(=O)N1)C(C)C)C(C)C. Drug 2: CS(=O)(=O)OCCCCOS(=O)(=O)C. Cell line: MALME-3M. Synergy scores: CSS=30.4, Synergy_ZIP=-1.52, Synergy_Bliss=-5.67, Synergy_Loewe=-15.4, Synergy_HSA=-3.62.